Task: Predict which catalyst facilitates the given reaction.. Dataset: Catalyst prediction with 721,799 reactions and 888 catalyst types from USPTO (1) Reactant: [CH3:1][N:2]1[CH2:7][CH2:6][N:5]([CH2:8][CH2:9][C:10]2[CH:15]=[CH:14][C:13]([N+:16]([O-])=O)=[C:12]([O:19][CH3:20])[CH:11]=2)[CH2:4][CH2:3]1. Product: [CH3:20][O:19][C:12]1[CH:11]=[C:10]([CH2:9][CH2:8][N:5]2[CH2:6][CH2:7][N:2]([CH3:1])[CH2:3][CH2:4]2)[CH:15]=[CH:14][C:13]=1[NH2:16]. The catalyst class is: 513. (2) Reactant: [Br:1][C:2]1[N:3]=[C:4]2[C:10]([CH2:11][OH:12])=[CH:9][N:8](CO)[C:5]2=[N:6][CH:7]=1.[OH:15]S(O)(=O)=O. Product: [Br:1][C:2]1[N:3]=[C:4]2[C:10]([C:11]([OH:12])=[O:15])=[CH:9][NH:8][C:5]2=[N:6][CH:7]=1. The catalyst class is: 95. (3) Reactant: [CH2:1]([C:3]1[CH:23]=[CH:22][C:6]([C:7]([C:9]2[C:14](=[O:15])[CH2:13][CH:12]([C:16]([O:18][CH2:19][CH3:20])=[O:17])[CH2:11][C:10]=2O)=[O:8])=[CH:5][CH:4]=1)[CH3:2].CC(=CC)C.C(Br)(=O)C([Br:32])=O.O. Product: [Br:32][C:10]1[CH2:11][CH:12]([C:16]([O:18][CH2:19][CH3:20])=[O:17])[CH2:13][C:14](=[O:15])[C:9]=1[C:7](=[O:8])[C:6]1[CH:22]=[CH:23][C:3]([CH2:1][CH3:2])=[CH:4][CH:5]=1. The catalyst class is: 120.